Dataset: Catalyst prediction with 721,799 reactions and 888 catalyst types from USPTO. Task: Predict which catalyst facilitates the given reaction. (1) Reactant: [Cl:1][CH2:2][CH2:3][CH2:4][O:5][C:6]1[CH:11]=[CH:10][CH:9]=[CH:8][CH:7]=1.[Cl:12][S:13](O)(=[O:15])=[O:14].C(Cl)(=O)C(Cl)=O.CN(C=O)C. Product: [Cl:1][CH2:2][CH2:3][CH2:4][O:5][C:6]1[CH:11]=[CH:10][C:9]([S:13]([Cl:12])(=[O:15])=[O:14])=[CH:8][CH:7]=1. The catalyst class is: 2. (2) Reactant: [N:1]([C@H:4]1[C@:20]2([CH3:21])[CH:7]([CH:8]3[CH:17]([CH2:18][CH2:19]2)[C@:16]2([CH3:22])[C:11]([CH2:12][C@@H:13]([O:23][Si:24]([C:37]([CH3:40])([CH3:39])[CH3:38])([C:31]4[CH:36]=[CH:35][CH:34]=[CH:33][CH:32]=4)[C:25]4[CH:30]=[CH:29][CH:28]=[CH:27][CH:26]=4)[CH2:14][CH2:15]2)=[CH:10][CH2:9]3)[CH2:6][CH2:5]1)=[N+:2]=[N-:3].[C:41]1([C:47]#[CH:48])[CH:46]=[CH:45][CH:44]=[CH:43][CH:42]=1.O=C1O[C@H]([C@H](CO)O)C([O-])=C1O.[Na+]. Product: [Si:24]([O:23][C@@H:13]1[CH2:12][C:11]2[C@@:16]([CH3:22])([CH:17]3[CH:8]([CH2:9][CH:10]=2)[CH:7]2[C@@:20]([CH3:21])([C@H:4]([N:1]4[CH:48]=[C:47]([C:41]5[CH:46]=[CH:45][CH:44]=[CH:43][CH:42]=5)[N:3]=[N:2]4)[CH2:5][CH2:6]2)[CH2:19][CH2:18]3)[CH2:15][CH2:14]1)([C:37]([CH3:40])([CH3:39])[CH3:38])([C:25]1[CH:26]=[CH:27][CH:28]=[CH:29][CH:30]=1)[C:31]1[CH:32]=[CH:33][CH:34]=[CH:35][CH:36]=1. The catalyst class is: 18. (3) Reactant: FC(F)(F)C(O)=O.[CH3:8][C:9]1[CH:13]=[C:12]([C:14]2[CH:15]=[CH:16][C:17]3[N:18]([C:20]([CH2:23][NH:24]C(=O)OC(C)(C)C)=[N:21][N:22]=3)[N:19]=2)[S:11][N:10]=1. Product: [CH3:8][C:9]1[CH:13]=[C:12]([C:14]2[CH:15]=[CH:16][C:17]3[N:18]([C:20]([CH2:23][NH2:24])=[N:21][N:22]=3)[N:19]=2)[S:11][N:10]=1. The catalyst class is: 2. (4) Reactant: [NH2:1][C:2]1[CH:3]=[CH:4][C:5]([C:8]2[N:13]=[C:12]([OH:14])[CH:11]=[C:10]([CH2:15][Cl:16])[N:9]=2)=[N:6][CH:7]=1.C(N(CC)CC)C.[Cl:24][CH2:25][C:26](Cl)=[O:27]. Product: [Cl:24][CH2:25][C:26]([NH:1][C:2]1[CH:7]=[N:6][C:5]([C:8]2[N:9]=[C:10]([CH2:15][Cl:16])[CH:11]=[C:12]([OH:14])[N:13]=2)=[CH:4][CH:3]=1)=[O:27]. The catalyst class is: 1. (5) Reactant: [F:1][C:2]1[CH:7]=[CH:6][C:5]([N:8]2[C:16]3[CH:15]=[CH:14][CH:13]=[C:12]([NH2:17])[C:11]=3[CH:10]=[N:9]2)=[CH:4][CH:3]=1.[CH3:18][C:19]1([CH3:30])[CH2:21][N:20]1[C:22]([C:24]1[CH:29]=[CH:28][CH:27]=[CH:26][CH:25]=1)=[O:23]. Product: [F:1][C:2]1[CH:3]=[CH:4][C:5]([N:8]2[C:16]3[C:11](=[C:12]([NH:17][C:19]([CH3:30])([CH3:18])[CH2:21][NH:20][C:22](=[O:23])[C:24]4[CH:29]=[CH:28][CH:27]=[CH:26][CH:25]=4)[CH:13]=[CH:14][CH:15]=3)[CH:10]=[N:9]2)=[CH:6][CH:7]=1. The catalyst class is: 5.